This data is from Peptide-MHC class I binding affinity with 185,985 pairs from IEDB/IMGT. The task is: Regression. Given a peptide amino acid sequence and an MHC pseudo amino acid sequence, predict their binding affinity value. This is MHC class I binding data. The peptide sequence is QELLRLTVW. The MHC is Mamu-B52 with pseudo-sequence Mamu-B52. The binding affinity (normalized) is 0.293.